This data is from Peptide-MHC class II binding affinity with 134,281 pairs from IEDB. The task is: Regression. Given a peptide amino acid sequence and an MHC pseudo amino acid sequence, predict their binding affinity value. This is MHC class II binding data. (1) The peptide sequence is YLFAKDKSGPLQPGV. The MHC is DRB1_0405 with pseudo-sequence DRB1_0405. The binding affinity (normalized) is 0.165. (2) The peptide sequence is SEAQKAAKPAAAATA. The MHC is HLA-DQA10401-DQB10402 with pseudo-sequence HLA-DQA10401-DQB10402. The binding affinity (normalized) is 0.237. (3) The peptide sequence is KKVGQVTLLDLLKLTVA. The MHC is HLA-DQA10601-DQB10402 with pseudo-sequence HLA-DQA10601-DQB10402. The binding affinity (normalized) is 0. (4) The peptide sequence is GRRYELETNLQHRDG. The MHC is DRB1_1101 with pseudo-sequence DRB1_1101. The binding affinity (normalized) is 0.314. (5) The peptide sequence is STIFPFRRLFMVADV. The MHC is HLA-DQA10102-DQB10502 with pseudo-sequence HLA-DQA10102-DQB10502. The binding affinity (normalized) is 0.594. (6) The peptide sequence is FRNVLSIAPIMFSNKM. The MHC is DRB1_1302 with pseudo-sequence DRB1_1302. The binding affinity (normalized) is 0.599. (7) The peptide sequence is IHGWFAVDFTAAELV. The MHC is DRB1_0301 with pseudo-sequence DRB1_0301. The binding affinity (normalized) is 0.184.